This data is from Full USPTO retrosynthesis dataset with 1.9M reactions from patents (1976-2016). The task is: Predict the reactants needed to synthesize the given product. The reactants are: [CH2:1]1[C:9]2[C:4](=[CH:5][CH:6]=[CH:7][CH:8]=2)[CH2:3][C:2]21[C:13](=[O:14])[NH:12][C:11](=[O:15])[NH:10]2.[Br:16]Br.O. Given the product [Br:16][C:6]1[CH:5]=[C:4]2[C:9](=[CH:8][CH:7]=1)[CH2:1][C:2]1([C:13](=[O:14])[NH:12][C:11](=[O:15])[NH:10]1)[CH2:3]2, predict the reactants needed to synthesize it.